The task is: Predict which catalyst facilitates the given reaction.. This data is from Catalyst prediction with 721,799 reactions and 888 catalyst types from USPTO. (1) Reactant: [C:1]([O:5][C:6]([N:8]1[CH2:11][CH:10]([CH2:12][C:13](O)=[O:14])[CH2:9]1)=[O:7])([CH3:4])([CH3:3])[CH3:2]. Product: [OH:14][CH2:13][CH2:12][CH:10]1[CH2:11][N:8]([C:6]([O:5][C:1]([CH3:4])([CH3:3])[CH3:2])=[O:7])[CH2:9]1. The catalyst class is: 1. (2) Reactant: [CH3:1][O:2][C:3]1[C:4](=[O:39])[C:5]([CH3:38])=[C:6]([CH2:12][C:13]2[CH:14]=[CH:15][C:16]([O:34]C(=O)C)=[C:17]([CH:33]=2)[C:18]([NH:20][C:21]2[CH:26]=[CH:25][C:24]([N:27]3[CH2:32][CH2:31][O:30][CH2:29][CH2:28]3)=[CH:23][CH:22]=2)=[O:19])[C:7](=[O:11])[C:8]=1[O:9][CH3:10].C(=O)([O-])O.[Na+]. Product: [CH3:1][O:2][C:3]1[C:4](=[O:39])[C:5]([CH3:38])=[C:6]([CH2:12][C:13]2[CH:14]=[CH:15][C:16]([OH:34])=[C:17]([CH:33]=2)[C:18]([NH:20][C:21]2[CH:22]=[CH:23][C:24]([N:27]3[CH2:28][CH2:29][O:30][CH2:31][CH2:32]3)=[CH:25][CH:26]=2)=[O:19])[C:7](=[O:11])[C:8]=1[O:9][CH3:10]. The catalyst class is: 24. (3) Reactant: [H-].[Na+].[F:3][C:4]1[CH:9]=[CH:8][C:7]([C:10](=[O:13])[CH2:11][CH3:12])=[C:6]([OH:14])[CH:5]=1.Br[CH2:16][C:17]#[CH:18]. Product: [F:3][C:4]1[CH:9]=[CH:8][C:7]([C:10](=[O:13])[CH2:11][CH3:12])=[C:6]([O:14][CH2:18][C:17]#[CH:16])[CH:5]=1. The catalyst class is: 3. (4) Reactant: [BH4-].[Na+].[S:3]1[CH:7]=[CH:6][CH:5]=[C:4]1[CH2:8][C:9]#[N:10].BrC[CH2:13][CH2:14][O:15][Si](C(C)(C)C)(C)C. Product: [C:9]([CH:8]([C:4]1[S:3][CH:7]=[CH:6][CH:5]=1)[CH2:13][CH2:14][OH:15])#[N:10]. The catalyst class is: 3. (5) The catalyst class is: 11. Product: [Cl:1][C:2]1[CH:3]=[C:4]([C@@H:12]([CH2:30][CH:31]2[CH2:32][CH2:33][CH2:34][CH2:35]2)[C:13]([NH:15][C:16]2[CH:21]=[N:20][C:19]([C:22]3[O:24][N:25]=[C:26]([CH3:27])[N:28]=3)=[CH:18][N:17]=2)=[O:14])[CH:5]=[CH:6][C:7]=1[S:8]([CH3:11])(=[O:9])=[O:10]. Reactant: [Cl:1][C:2]1[CH:3]=[C:4]([C@@H:12]([CH2:30][CH:31]2[CH2:35][CH2:34][CH2:33][CH2:32]2)[C:13]([NH:15][C:16]2[N:17]=[CH:18][C:19]([C:22]([O:24][NH:25]/[C:26](=[N:28]\[H])/[CH3:27])=O)=[N:20][CH:21]=2)=[O:14])[CH:5]=[CH:6][C:7]=1[S:8]([CH3:11])(=[O:10])=[O:9]. (6) Reactant: [Cl:1][C:2]1[CH:3]=[CH:4][C:5]([O:16][CH2:17][CH:18]([CH3:20])[CH3:19])=[C:6]([CH2:8][N:9]2[C:13]([CH3:14])=[CH:12][C:11]([NH2:15])=[N:10]2)[CH:7]=1.[C:21]([O:29][CH2:30][C:31]1[CH:39]=[CH:38][CH:37]=[CH:36][C:32]=1[C:33](Cl)=[O:34])(=[O:28])[C:22]1[CH:27]=[CH:26][CH:25]=[CH:24][CH:23]=1.N1C=CC=CC=1. Product: [C:21]([O:29][CH2:30][C:31]1[CH:39]=[CH:38][CH:37]=[CH:36][C:32]=1[C:33]([NH:15][C:11]1[CH:12]=[C:13]([CH3:14])[N:9]([CH2:8][C:6]2[CH:7]=[C:2]([Cl:1])[CH:3]=[CH:4][C:5]=2[O:16][CH2:17][CH:18]([CH3:20])[CH3:19])[N:10]=1)=[O:34])(=[O:28])[C:22]1[CH:23]=[CH:24][CH:25]=[CH:26][CH:27]=1. The catalyst class is: 4. (7) Reactant: [Cl:1][C:2]1[CH:7]=[CH:6][C:5]([O:8][CH3:9])=[C:4](I)[CH:3]=1.[Cl:11][C:12]1[CH:17]=[C:16](B(O)O)[CH:15]=[CH:14][N:13]=1.C(=O)([O-])[O-].[Na+].[Na+].O1CCOCC1. Product: [Cl:11][C:12]1[CH:17]=[C:16]([C:4]2[CH:3]=[C:2]([Cl:1])[CH:7]=[CH:6][C:5]=2[O:8][CH3:9])[CH:15]=[CH:14][N:13]=1. The catalyst class is: 103. (8) Reactant: Cl[C:2]1[C:8]2[CH:9]=[C:10]([F:13])[CH:11]=[CH:12][C:7]=2[N:6]([CH3:14])[C:5](=[O:15])[CH2:4][N:3]=1.C([O-])([O-])=O.[Na+].[Na+].[C:22]1(B(O)O)[CH:27]=[CH:26][CH:25]=[CH:24][CH:23]=1. Product: [F:13][C:10]1[CH:11]=[CH:12][C:7]2[N:6]([CH3:14])[C:5](=[O:15])[CH2:4][N:3]=[C:2]([C:22]3[CH:27]=[CH:26][CH:25]=[CH:24][CH:23]=3)[C:8]=2[CH:9]=1. The catalyst class is: 140. (9) Reactant: C([O:8][C:9]1[CH:10]=[C:11]([C:16]2[CH2:20][C:19]([CH2:28][C:29]([O:31][C:32]([CH3:35])([CH3:34])[CH3:33])=[O:30])([C:21]([O:23][C:24]([CH3:27])([CH3:26])[CH3:25])=[O:22])[O:18][N:17]=2)[CH:12]=[C:13]([CH3:15])[CH:14]=1)C1C=CC=CC=1.[H][H]. Product: [C:32]([O:31][C:29](=[O:30])[CH2:28][C:19]1([C:21]([O:23][C:24]([CH3:27])([CH3:26])[CH3:25])=[O:22])[O:18][N:17]=[C:16]([C:11]2[CH:12]=[C:13]([CH3:15])[CH:14]=[C:9]([OH:8])[CH:10]=2)[CH2:20]1)([CH3:34])([CH3:35])[CH3:33]. The catalyst class is: 354.